From a dataset of Catalyst prediction with 721,799 reactions and 888 catalyst types from USPTO. Predict which catalyst facilitates the given reaction. (1) Reactant: C(OC(=O)[NH:7][C@H:8]1[CH2:12][CH2:11][C@H:10]([O:13][C:14]2[CH:19]=[C:18]([F:20])[CH:17]=[CH:16][C:15]=2[N+:21]([O-:23])=[O:22])[CH2:9]1)(C)(C)C.[C:25]([OH:31])([C:27]([F:30])([F:29])[F:28])=[O:26]. Product: [F:28][C:27]([F:30])([F:29])[C:25]([OH:31])=[O:26].[F:20][C:18]1[CH:17]=[CH:16][C:15]([N+:21]([O-:23])=[O:22])=[C:14]([CH:19]=1)[O:13][C@H:10]1[CH2:11][CH2:12][C@H:8]([NH2:7])[CH2:9]1. The catalyst class is: 2. (2) Reactant: [F:1][C:2]1[C:10]([O:11][C:12]2[C:21]3[C:16](=[CH:17][C:18]([O:24][CH2:25][CH2:26][N:27]4[CH2:33][C:32](=O)[C:29]5([CH2:31][CH2:30]5)[CH2:28]4)=[C:19]([O:22][CH3:23])[CH:20]=3)[N:15]=[CH:14][CH:13]=2)=[CH:9][CH:8]=[C:7]2[C:3]=1[CH:4]=[C:5]([CH3:35])[NH:6]2.Br[Zn][CH2:38][Zn]C[Zn]Br.C1OCCC1. Product: [F:1][C:2]1[C:10]([O:11][C:12]2[C:21]3[C:16](=[CH:17][C:18]([O:24][CH2:25][CH2:26][N:27]4[CH2:33][C:32](=[CH2:38])[C:29]5([CH2:30][CH2:31]5)[CH2:28]4)=[C:19]([O:22][CH3:23])[CH:20]=3)[N:15]=[CH:14][CH:13]=2)=[CH:9][CH:8]=[C:7]2[C:3]=1[CH:4]=[C:5]([CH3:35])[NH:6]2. The catalyst class is: 7.